This data is from Reaction yield outcomes from USPTO patents with 853,638 reactions. The task is: Predict the reaction yield, written as a fraction of the theoretical maximum amount of product (1.0 means a 100% yield; for example, 0.34 means a 34% yield). (1) The reactants are [O:1]1[CH:6]=[CH:5][CH2:4][CH2:3][CH2:2]1.[OH:7][C:8]1[CH:9]=[C:10]([C:14]2[CH:15]([C:26]3[CH:31]=[CH:30][C:29]([I:32])=[CH:28][CH:27]=3)[O:16][C:17]3[C:22]([C:23]=2[CH3:24])=[CH:21][C:20]([OH:25])=[CH:19][CH:18]=3)[CH:11]=[CH:12][CH:13]=1.[C:47]1(C)[CH:48]=[CH:49]C(S([O-])(=[O:40])=[O:40])=[CH:45][CH:46]=1.[NH+]1[CH:49]=[CH:48][CH:47]=[CH:46][CH:45]=1. The catalyst is C(Cl)Cl. The product is [I:32][C:29]1[CH:28]=[CH:27][C:26]([CH:15]2[C:14]([C:10]3[CH:11]=[CH:12][CH:13]=[C:8]([O:7][CH:6]4[CH2:5][CH2:4][CH2:3][CH2:2][O:1]4)[CH:9]=3)=[C:23]([CH3:24])[C:22]3[C:17](=[CH:18][CH:19]=[C:20]([O:25][CH:49]4[CH2:48][CH2:47][CH2:46][CH2:45][O:40]4)[CH:21]=3)[O:16]2)=[CH:31][CH:30]=1. The yield is 0.950. (2) The reactants are [C:1]1(=[O:11])[C:9]2[C:4](=[CH:5][CH:6]=[CH:7][CH:8]=2)[C:3](=[O:10])O1.[CH2:12]1[CH:17]([NH2:18])[CH2:16][CH2:15][CH:14]([OH:19])[CH2:13]1. The catalyst is CN(C=O)C.C1(C)C=CC=CC=1.O. The product is [CH2:16]1[CH:17]([N:18]2[C:3](=[O:10])[C:4]3[C:9](=[CH:8][CH:7]=[CH:6][CH:5]=3)[C:1]2=[O:11])[CH2:12][CH2:13][CH:14]([OH:19])[CH2:15]1. The yield is 0.725. (3) The reactants are [Br:1][C:2]1[CH:3]=[C:4]2[C:9](=[CH:10][CH:11]=1)[N:8]=[CH:7][N:6]=[C:5]2[C:12]1[CH:13]=[C:14]([CH:18]=[CH:19][CH:20]=1)[C:15]([OH:17])=O.CN(C(ON1N=NC2C=CC=CC1=2)=[N+](C)C)C.F[P-](F)(F)(F)(F)F.CCN(C(C)C)C(C)C.[CH3:54][N:55]1[CH2:60][CH2:59][NH:58][CH2:57][CH2:56]1. The catalyst is CN(C=O)C. The product is [Br:1][C:2]1[CH:3]=[C:4]2[C:9](=[CH:10][CH:11]=1)[N:8]=[CH:7][N:6]=[C:5]2[C:12]1[CH:13]=[C:14]([C:15]([N:58]2[CH2:59][CH2:60][N:55]([CH3:54])[CH2:56][CH2:57]2)=[O:17])[CH:18]=[CH:19][CH:20]=1. The yield is 0.800. (4) The reactants are O.C([NH+](CC)CC)C.[O:9]=[CH:10][C@@H:11]([C@H:13]([C@@H:15]([C@@H:17]([CH2:19][OH:20])[OH:18])[OH:16])[OH:14])[OH:12].C1CCC(N=C=NC2CCCCC2)CC1. The catalyst is CC#N. The product is [O:9]=[CH:10][C@H:11]([C@H:13]([C@@H:15]([C@@H:17]([CH2:19][OH:20])[OH:18])[OH:16])[OH:14])[OH:12]. The yield is 0.950.